The task is: Predict the product of the given reaction.. This data is from Forward reaction prediction with 1.9M reactions from USPTO patents (1976-2016). (1) Given the reactants [NH:1]1[C:10]2[C:5](=[N:6][CH:7]=[CH:8][CH:9]=2)[CH:4]=[CH:3][C:2]1=[O:11].[H-].[Na+].Br[CH2:15][CH:16]1[O:20][CH2:19][CH2:18][O:17]1.C(=O)([O-])[O-].[K+].[K+].[Cl-].[Na+], predict the reaction product. The product is: [O:17]1[CH2:18][CH2:19][O:20][CH:16]1[CH2:15][N:1]1[C:10]2[C:5](=[N:6][CH:7]=[CH:8][CH:9]=2)[CH:4]=[CH:3][C:2]1=[O:11]. (2) Given the reactants Cl[C:2]1[N:10]=[C:9](Cl)[CH:8]=[CH:7][C:3]=1[C:4]([NH2:6])=[O:5].[NH2:12][C:13]1[CH:18]=[CH:17][C:16]([NH:19][C:20](=[O:25])[C:21]([CH3:24])([CH3:23])[CH3:22])=[CH:15][CH:14]=1.C(O[C:31](=[O:38])[NH:32][C@@H:33]1[CH2:37][CH2:36][NH:35][CH2:34]1)(C)(C)C.[C:39](O)(=O)[CH:40]=C, predict the reaction product. The product is: [C:31]([NH:32][C@H:33]1[CH2:37][CH2:36][N:35]([C:2]2[N:10]=[C:9]([NH:12][C:13]3[CH:14]=[CH:15][C:16]([NH:19][C:20](=[O:25])[C:21]([CH3:22])([CH3:24])[CH3:23])=[CH:17][CH:18]=3)[CH:8]=[CH:7][C:3]=2[C:4]([NH2:6])=[O:5])[CH2:34]1)(=[O:38])[CH:39]=[CH2:40].